From a dataset of Full USPTO retrosynthesis dataset with 1.9M reactions from patents (1976-2016). Predict the reactants needed to synthesize the given product. (1) The reactants are: [Cl:1][C:2]1[C:3]([O:9][C:10]2[CH:17]=[C:16]([O:18]COC)[CH:15]=[CH:14][C:11]=2[CH:12]=[O:13])=[N:4][CH:5]=[C:6]([Cl:8])[CH:7]=1.Cl. Given the product [Cl:1][C:2]1[C:3]([O:9][C:10]2[CH:17]=[C:16]([OH:18])[CH:15]=[CH:14][C:11]=2[CH:12]=[O:13])=[N:4][CH:5]=[C:6]([Cl:8])[CH:7]=1, predict the reactants needed to synthesize it. (2) Given the product [I:10][C:6]1[CH:5]=[CH:4][N:3]=[C:2]2[N:12]([CH3:11])[N:13]=[CH:8][C:7]=12, predict the reactants needed to synthesize it. The reactants are: F[C:2]1[C:7]([CH:8]=O)=[C:6]([I:10])[CH:5]=[CH:4][N:3]=1.[CH3:11][NH:12][NH2:13]. (3) Given the product [NH2:20][CH2:19][C@@H:17]1[O:16][C:15](=[O:23])[N:14]([C:4]2[CH:5]=[CH:6][C:7]([N:8]3[CH:12]=[C:11]([CH3:13])[N:10]=[N:9]3)=[C:2]([F:1])[CH:3]=2)[CH2:18]1, predict the reactants needed to synthesize it. The reactants are: [F:1][C:2]1[CH:3]=[C:4]([N:14]2[CH2:18][CH:17]([CH2:19][N:20]=[N+]=[N-])[O:16][C:15]2=[O:23])[CH:5]=[CH:6][C:7]=1[N:8]1[CH:12]=[C:11]([CH3:13])[N:10]=[N:9]1. (4) Given the product [CH3:44][C:39]1([CH3:45])[C:40]([CH3:43])([CH3:42])[O:41][B:37]([C:2]2[CH:15]=[C:14]3[C:5]([C:6]4[CH:7]=[CH:8][C:9]([C:16]5[CH:17]=[CH:18][C:19]6[N:23]=[C:22]([C@@H:24]7[CH2:28][CH2:27][CH2:26][N:25]7[C:29]([O:31][C:32]([CH3:35])([CH3:34])[CH3:33])=[O:30])[NH:21][C:20]=6[CH:36]=5)=[CH:10][C:11]=4[CH2:12][CH2:13]3)=[CH:4][CH:3]=2)[O:38]1, predict the reactants needed to synthesize it. The reactants are: Br[C:2]1[CH:15]=[C:14]2[C:5]([C:6]3[CH:7]=[CH:8][C:9]([C:16]4[CH:17]=[CH:18][C:19]5[N:23]=[C:22]([C@@H:24]6[CH2:28][CH2:27][CH2:26][N:25]6[C:29]([O:31][C:32]([CH3:35])([CH3:34])[CH3:33])=[O:30])[NH:21][C:20]=5[CH:36]=4)=[CH:10][C:11]=3[CH2:12][CH2:13]2)=[CH:4][CH:3]=1.[B:37]1([B:37]2[O:41][C:40]([CH3:43])([CH3:42])[C:39]([CH3:45])([CH3:44])[O:38]2)[O:41][C:40]([CH3:43])([CH3:42])[C:39]([CH3:45])([CH3:44])[O:38]1.C([O-])(=O)C.[K+]. (5) Given the product [O:1]1[CH:5]=[CH:4][CH:3]=[C:2]1[C:6]1[O:7][C:8]([CH3:23])=[C:9]([CH2:11][O:12][C:13]2[CH:20]=[CH:19][C:16]([CH2:17][OH:18])=[C:15]([O:21][CH3:22])[CH:14]=2)[N:10]=1, predict the reactants needed to synthesize it. The reactants are: [O:1]1[CH:5]=[CH:4][CH:3]=[C:2]1[C:6]1[O:7][C:8]([CH3:23])=[C:9]([CH2:11][O:12][C:13]2[CH:20]=[CH:19][C:16]([CH:17]=[O:18])=[C:15]([O:21][CH3:22])[CH:14]=2)[N:10]=1.C(O)C.[BH4-].[Na+].O. (6) The reactants are: [F:1][C:2]1[C:7]2=[N:8][Se:9][N:10]=[C:6]2[C:5]([S:11](Cl)(=[O:13])=[O:12])=[CH:4][CH:3]=1.[CH2:15]([N:17]([CH2:21]C)[CH2:18][CH2:19][NH2:20])C.C(N(CC)CC)C. Given the product [F:1][C:2]1[C:7]2=[N:8][Se:9][N:10]=[C:6]2[C:5]([S:11]([NH:20][CH2:19][CH2:18][N:17]([CH3:21])[CH3:15])(=[O:13])=[O:12])=[CH:4][CH:3]=1, predict the reactants needed to synthesize it. (7) The reactants are: Cl.[NH2:2][C@@H:3]([CH2:8][NH:9][C:10]([O:12][C:13]([CH3:16])([CH3:15])[CH3:14])=[O:11])[C:4]([O:6][CH3:7])=[O:5].[CH3:17][C:18]([O:21][C:22](O[C:22]([O:21][C:18]([CH3:20])([CH3:19])[CH3:17])=[O:23])=[O:23])([CH3:20])[CH3:19]. Given the product [C:18]([O:21][C:22]([NH:2][C@@H:3]([CH2:8][NH:9][C:10]([O:12][C:13]([CH3:16])([CH3:15])[CH3:14])=[O:11])[C:4]([O:6][CH3:7])=[O:5])=[O:23])([CH3:20])([CH3:19])[CH3:17], predict the reactants needed to synthesize it. (8) Given the product [O:1]1[C:5]2[CH:6]=[CH:7][CH:8]=[CH:9][C:4]=2[CH:3]=[C:2]1[C:10]([NH:12][C:13]1([C:19]([NH:21][CH:22]2[CH2:27][CH2:26][N:25]([C:28]3[CH:33]=[CH:32][CH:31]=[CH:30][C:29]=3[C:34]([OH:38])=[O:35])[CH2:24][C:23]2=[O:36])=[O:20])[CH2:18][CH2:17][CH2:16][CH2:15][CH2:14]1)=[O:11], predict the reactants needed to synthesize it. The reactants are: [O:1]1[C:5]2[CH:6]=[CH:7][CH:8]=[CH:9][C:4]=2[CH:3]=[C:2]1[C:10]([NH:12][C:13]1([C:19]([NH:21][CH:22]2[CH2:27][CH2:26][N:25]([C:28]3[CH:33]=[CH:32][CH:31]=[CH:30][C:29]=3[CH:34]=[O:35])[CH2:24][C:23]2=[O:36])=[O:20])[CH2:18][CH2:17][CH2:16][CH2:15][CH2:14]1)=[O:11].P([O-])([O-])(O)=[O:38].[Na+].[Na+].OO.Cl[O-].[Na+].S([O-])([O-])=O.[Na+].[Na+].Cl. (9) Given the product [Cl:1][C:2]1[N:3]=[CH:4][C:5]2[NH:10][CH:9]=[CH:8][C:6]=2[N:7]=1, predict the reactants needed to synthesize it. The reactants are: [Cl:1][C:2]1[N:3]=[C:4](Cl)[C:5]2[NH:10][CH:9]=[CH:8][C:6]=2[N:7]=1.C(=O)([O-])O.[Na+]. (10) The reactants are: [H-].[Na+].[CH3:3]I.[Br:5][C:6]1[CH:11]=[CH:10][C:9]([CH2:12][CH2:13][CH2:14][CH2:15][OH:16])=[CH:8][CH:7]=1.O. Given the product [Br:5][C:6]1[CH:7]=[CH:8][C:9]([CH2:12][CH2:13][CH2:14][CH2:15][O:16][CH3:3])=[CH:10][CH:11]=1, predict the reactants needed to synthesize it.